Predict the reaction yield, written as a fraction of the theoretical maximum amount of product (1.0 means a 100% yield; for example, 0.34 means a 34% yield). From a dataset of Reaction yield outcomes from USPTO patents with 853,638 reactions. The reactants are [NH:1]([C:10]([O:12][CH2:13][CH:14]1[C:26]2[C:21](=[CH:22][CH:23]=[CH:24][CH:25]=2)[C:20]2[C:15]1=[CH:16][CH:17]=[CH:18][CH:19]=2)=[O:11])[C@H:2]([C:7](O)=[O:8])[CH2:3][CH:4]([CH3:6])[CH3:5].CC(C)N=C=NC(C)C.C1C=CC2N(O)N=NC=2C=1. The catalyst is CN(C1C=CN=CC=1)C.CN(C)C=O. The product is [CH3:6][CH:4]([CH2:3][C@H:2]([NH:1][C:10]([O:12][CH2:13][CH:14]1[C:15]2[C:20](=[CH:19][CH:18]=[CH:17][CH:16]=2)[C:21]2[C:26]1=[CH:25][CH:24]=[CH:23][CH:22]=2)=[O:11])[CH:7]=[O:8])[CH3:5]. The yield is 0.956.